This data is from Forward reaction prediction with 1.9M reactions from USPTO patents (1976-2016). The task is: Predict the product of the given reaction. Given the reactants [Si]([O:18][CH:19]1[CH2:22][N:21]([C:23]2[S:24][CH:25]=[C:26]([C:28](=[O:49])[N:29]([CH:46]([CH3:48])[CH3:47])[CH2:30][CH2:31][NH:32][C:33]([O:35][CH2:36][C:37]3[CH:42]=[CH:41][C:40]([N+:43]([O-:45])=[O:44])=[CH:39][CH:38]=3)=[O:34])[N:27]=2)[CH2:20]1)(C(C)(C)C)(C1C=CC=CC=1)C1C=CC=CC=1.C(O)(=O)C.[F-].C([N+](CCCC)(CCCC)CCCC)CCC, predict the reaction product. The product is: [OH:18][CH:19]1[CH2:22][N:21]([C:23]2[S:24][CH:25]=[C:26]([C:28](=[O:49])[N:29]([CH:46]([CH3:47])[CH3:48])[CH2:30][CH2:31][NH:32][C:33]([O:35][CH2:36][C:37]3[CH:42]=[CH:41][C:40]([N+:43]([O-:45])=[O:44])=[CH:39][CH:38]=3)=[O:34])[N:27]=2)[CH2:20]1.